This data is from Catalyst prediction with 721,799 reactions and 888 catalyst types from USPTO. The task is: Predict which catalyst facilitates the given reaction. (1) Reactant: COC1C=C(C=CC=1OC)C[NH:7][C:8]1[N:13]2[N:14]=[C:15]([C:17]3[O:18][CH:19]=[CH:20][CH:21]=3)[N:16]=[C:12]2[CH:11]=[C:10]([CH2:22][O:23][C:24]2[CH:29]=[CH:28][CH:27]=[CH:26][N:25]=2)[N:9]=1.C1(OC)C=CC=CC=1.FC(F)(F)S(O)(=O)=O.[OH-].[Na+]. Product: [NH2:7][C:8]1[N:13]2[N:14]=[C:15]([C:17]3[O:18][CH:19]=[CH:20][CH:21]=3)[N:16]=[C:12]2[CH:11]=[C:10]([CH2:22][O:23][C:24]2[CH:29]=[CH:28][CH:27]=[CH:26][N:25]=2)[N:9]=1. The catalyst class is: 55. (2) Reactant: [CH3:1][N:2]([CH2:10][C:11]1[CH:19]=[CH:18][CH:17]=[C:16]2[C:12]=1[C:13]([CH3:26])=[N:14][N:15]2C1CCCCO1)C(=O)OC(C)(C)C. Product: [CH3:1][NH:2][CH2:10][C:11]1[CH:19]=[CH:18][CH:17]=[C:16]2[C:12]=1[C:13]([CH3:26])=[N:14][NH:15]2. The catalyst class is: 157. (3) Reactant: [CH2:1]([S:3]([N:6]1[CH2:11][CH2:10][CH:9]([C:12]2[C:20]3[C:15](=[C:16]([C:28]([NH2:30])=[O:29])[CH:17]=[C:18]([C:21]4[S:22][C:23]([CH2:26][OH:27])=[CH:24][CH:25]=4)[CH:19]=3)[NH:14][CH:13]=2)[CH2:8][CH2:7]1)(=[O:5])=[O:4])[CH3:2]. Product: [CH2:1]([S:3]([N:6]1[CH2:7][CH2:8][CH:9]([C:12]2[C:20]3[C:15](=[C:16]([C:28]([NH2:30])=[O:29])[CH:17]=[C:18]([C:21]4[S:22][C:23]([CH:26]=[O:27])=[CH:24][CH:25]=4)[CH:19]=3)[NH:14][CH:13]=2)[CH2:10][CH2:11]1)(=[O:4])=[O:5])[CH3:2]. The catalyst class is: 725. (4) Product: [Cl:12][C:13]1[CH:14]=[C:15]([C@H:20]2[C@H:26]([CH:27]=[CH2:1])[O:25][CH2:24][CH2:23][N:22]([C:29]([O:31][C:32]([CH3:34])([CH3:35])[CH3:33])=[O:30])[CH2:21]2)[CH:16]=[CH:17][C:18]=1[Cl:19]. Reactant: [CH2:1]([Li])CCC.CCCCCC.[Cl:12][C:13]1[CH:14]=[C:15]([C@H:20]2[C@H:26]([CH:27]=O)[O:25][CH2:24][CH2:23][N:22]([C:29]([O:31][C:32]([CH3:35])([CH3:34])[CH3:33])=[O:30])[CH2:21]2)[CH:16]=[CH:17][C:18]=1[Cl:19].O. The catalyst class is: 307.